Dataset: Peptide-MHC class I binding affinity with 185,985 pairs from IEDB/IMGT. Task: Regression. Given a peptide amino acid sequence and an MHC pseudo amino acid sequence, predict their binding affinity value. This is MHC class I binding data. (1) The peptide sequence is SRSKPAAMY. The binding affinity (normalized) is 0.0847. The MHC is HLA-B08:01 with pseudo-sequence HLA-B08:01. (2) The peptide sequence is DTKCKNNYF. The MHC is HLA-A11:01 with pseudo-sequence HLA-A11:01. The binding affinity (normalized) is 0.0847. (3) The binding affinity (normalized) is 0. The peptide sequence is EYRKILRQR. The MHC is HLA-B35:01 with pseudo-sequence HLA-B35:01. (4) The peptide sequence is FPLMAKNEA. The MHC is HLA-B35:01 with pseudo-sequence HLA-B35:01. The binding affinity (normalized) is 0.323. (5) The peptide sequence is KLGGGQYGK. The MHC is HLA-A31:01 with pseudo-sequence HLA-A31:01. The binding affinity (normalized) is 0.0419. (6) The peptide sequence is SVHYKFVTK. The MHC is HLA-A80:01 with pseudo-sequence HLA-A80:01. The binding affinity (normalized) is 0.0847. (7) The peptide sequence is MFTNRSGSQ. The MHC is HLA-A31:01 with pseudo-sequence HLA-A31:01. The binding affinity (normalized) is 0.